Predict which catalyst facilitates the given reaction. From a dataset of Catalyst prediction with 721,799 reactions and 888 catalyst types from USPTO. (1) Reactant: [H-].[Na+].[OH:3][C:4]1[C:9]([N+:10]([O-:12])=[O:11])=[CH:8][CH:7]=[CH:6][N:5]=1.[CH2:13]([O:15][C:16](=[O:22])[CH:17](Cl)[O:18][CH2:19][CH3:20])[CH3:14]. Product: [CH2:13]([O:15][C:16](=[O:22])[CH:17]([O:18][CH2:19][CH3:20])[N:5]1[CH:6]=[CH:7][CH:8]=[C:9]([N+:10]([O-:12])=[O:11])[C:4]1=[O:3])[CH3:14]. The catalyst class is: 31. (2) Reactant: [CH2:1]=[CH:2][C:3]1[CH:8]=[CH:7][CH:6]=[CH:5][CH:4]=1. Product: [CH2:1]=[CH:2][C:3]1[CH:8]=[CH:7][CH:6]=[CH:5][CH:4]=1.[CH2:1]=[CH:2][CH:3]=[CH2:4].[CH2:1]=[CH:2][C:3]1[CH:8]=[CH:7][CH:6]=[CH:5][CH:4]=1. The catalyst class is: 244. (3) Reactant: [CH:1]([C:4]1[C:9](=[O:10])[N:8]2[N:11]=[CH:12][C:13]([C:14]#[N:15])=[C:7]2[NH:6][C:5]=1[C:16]1[CH:17]=[N:18][N:19]([CH:21]2[CH2:26][CH2:25]S[CH2:23][CH2:22]2)[CH:20]=1)([CH3:3])[CH3:2].O[O:28][S:29]([O-:31])=O.[K+]. Product: [O:28]=[S:29]1(=[O:31])[CH2:25][CH2:26][CH:21]([N:19]2[CH:20]=[C:16]([C:5]3[NH:6][C:7]4[N:8]([N:11]=[CH:12][C:13]=4[C:14]#[N:15])[C:9](=[O:10])[C:4]=3[CH:1]([CH3:3])[CH3:2])[CH:17]=[N:18]2)[CH2:22][CH2:23]1. The catalyst class is: 24. (4) Reactant: [CH3:1][O:2][C:3]1[CH:4]=[C:5]([C:11]2[C:22](=NC(=O)C)[N:21]([CH2:27][CH3:28])[C:14]3[N:15]=[C:16]([S:19][CH3:20])[N:17]=[CH:18][C:13]=3[CH:12]=2)[CH:6]=[C:7]([O:9][CH3:10])[CH:8]=1.[O:29]1CCOCC1.OS(O)(=O)=O. Product: [CH3:10][O:9][C:7]1[CH:6]=[C:5]([C:11]2[C:22](=[O:29])[N:21]([CH2:27][CH3:28])[C:14]3[N:15]=[C:16]([S:19][CH3:20])[N:17]=[CH:18][C:13]=3[CH:12]=2)[CH:4]=[C:3]([O:2][CH3:1])[CH:8]=1. The catalyst class is: 6.